This data is from Full USPTO retrosynthesis dataset with 1.9M reactions from patents (1976-2016). The task is: Predict the reactants needed to synthesize the given product. (1) Given the product [Cl:1][C:2]1[CH:3]=[N:4][C:5]2[N:6]([N:8]=[C:9]([C:11]([N:26]3[CH2:25][CH2:24][N:23]4[C:19]([C:15]5[S:14][CH:18]=[CH:17][CH:16]=5)=[N:20][N:21]=[C:22]4[CH2:27]3)=[O:13])[CH:10]=2)[CH:7]=1, predict the reactants needed to synthesize it. The reactants are: [Cl:1][C:2]1[CH:3]=[N:4][C:5]2[N:6]([N:8]=[C:9]([C:11]([OH:13])=O)[CH:10]=2)[CH:7]=1.[S:14]1[CH:18]=[CH:17][CH:16]=[C:15]1[C:19]1[N:23]2[CH2:24][CH2:25][NH:26][CH2:27][C:22]2=[N:21][N:20]=1. (2) The reactants are: C(OC(=O)[NH:7][C@H:8]([C:18]1[C:23]([C:24]2[CH:25]=[CH:26][C:27]3[N:28]([C:31](=[O:34])[NH:32][N:33]=3)[C:29]=2[CH3:30])=[CH:22][CH:21]=[C:20]([C:35]#[C:36][C:37]2([OH:43])[CH2:42][CH2:41][O:40][CH2:39][CH2:38]2)[N:19]=1)[CH2:9][C:10]1[CH:15]=[C:14]([F:16])[CH:13]=[C:12]([F:17])[CH:11]=1)(C)(C)C.C(O)(C(F)(F)F)=O. Given the product [NH2:7][C@H:8]([C:18]1[C:23]([C:24]2[CH:25]=[CH:26][C:27]3[N:28]([C:31](=[O:34])[NH:32][N:33]=3)[C:29]=2[CH3:30])=[CH:22][CH:21]=[C:20]([C:35]#[C:36][C:37]2([OH:43])[CH2:38][CH2:39][O:40][CH2:41][CH2:42]2)[N:19]=1)[CH2:9][C:10]1[CH:11]=[C:12]([F:17])[CH:13]=[C:14]([F:16])[CH:15]=1, predict the reactants needed to synthesize it. (3) Given the product [F:18][C:15]1[CH:16]=[CH:17][C:12]([N:7]2[C:8]3[C:4](=[CH:3][C:2]([C:19]([O:32][CH3:31])=[O:20])=[C:10]([CH3:11])[CH:9]=3)[CH:5]=[N:6]2)=[CH:13][CH:14]=1, predict the reactants needed to synthesize it. The reactants are: Br[C:2]1[CH:3]=[C:4]2[C:8](=[CH:9][C:10]=1[CH3:11])[N:7]([C:12]1[CH:17]=[CH:16][C:15]([F:18])=[CH:14][CH:13]=1)[N:6]=[CH:5]2.[CH3:19][OH:20].C(N(CC)CC)C.CN([CH:31]=[O:32])C. (4) Given the product [C:3]([C:5]1[CH:6]=[CH:7][C:8]([CH:11]2[C:20]3[C:19](=[O:21])[CH2:18][CH2:17][CH2:16][C:15]=3[N:14]([C:22]3[CH:27]=[CH:26][CH:25]=[C:24]([C:28]([F:30])([F:31])[F:29])[CH:23]=3)[C:13](=[O:32])[N:12]2[CH2:33][C:34]([OH:36])=[O:35])=[CH:9][CH:10]=1)#[N:4], predict the reactants needed to synthesize it. The reactants are: [OH-].[Na+].[C:3]([C:5]1[CH:10]=[CH:9][C:8]([CH:11]2[C:20]3[C:19](=[O:21])[CH2:18][CH2:17][CH2:16][C:15]=3[N:14]([C:22]3[CH:27]=[CH:26][CH:25]=[C:24]([C:28]([F:31])([F:30])[F:29])[CH:23]=3)[C:13](=[O:32])[N:12]2[CH2:33][C:34]([O:36]C)=[O:35])=[CH:7][CH:6]=1)#[N:4].O. (5) The reactants are: [N:1]1[CH:6]=[CH:5][CH:4]=[CH:3][C:2]=1[C:7]#[C:8][CH2:9][CH2:10][NH2:11].Cl[C:13]1[S:14][C:15]2[CH:21]=[CH:20][CH:19]=[CH:18][C:16]=2[N:17]=1.CCN(C(C)C)C(C)C. Given the product [N:1]1[CH:6]=[CH:5][CH:4]=[CH:3][C:2]=1[C:7]#[C:8][CH2:9][CH2:10][NH:11][C:13]1[S:14][C:15]2[CH:21]=[CH:20][CH:19]=[CH:18][C:16]=2[N:17]=1, predict the reactants needed to synthesize it.